From a dataset of Full USPTO retrosynthesis dataset with 1.9M reactions from patents (1976-2016). Predict the reactants needed to synthesize the given product. Given the product [F:13][C:14]1[N:31]=[CH:30][C:17]2[N:18]=[CH:19][N:20]=[C:21]([NH:22][CH2:23][CH:24]3[CH2:25][CH2:26][CH2:27][O:49]3)[C:16]=2[CH:15]=1, predict the reactants needed to synthesize it. The reactants are: ClC1C2C=C(F)N=CC=2N=CN=1.[F:13][C:14]1[N:31]=[CH:30][C:17]2[N:18]=[CH:19][N:20]=[C:21]([NH:22][C@H:23]3C[CH2:27][C@H:26](C)[CH2:25][CH2:24]3)[C:16]=2[CH:15]=1.C[C@H]1CC[C@H](N)CC1.C(N(C(C)C)CC)(C)C.[OH2:49].